Dataset: Forward reaction prediction with 1.9M reactions from USPTO patents (1976-2016). Task: Predict the product of the given reaction. (1) Given the reactants [N+:1]([C:4]1[CH:9]=[CH:8][C:7]([NH:10][C:11](=[O:18])[CH2:12][N:13]2[CH:17]=[CH:16][CH:15]=[N:14]2)=[CH:6][CH:5]=1)([O-])=O, predict the reaction product. The product is: [NH2:1][C:4]1[CH:9]=[CH:8][C:7]([NH:10][C:11](=[O:18])[CH2:12][N:13]2[CH:17]=[CH:16][CH:15]=[N:14]2)=[CH:6][CH:5]=1. (2) The product is: [Cl:16][C:4]1[C:5](=[O:15])[N:6]([C:9]2[CH:14]=[CH:13][CH:12]=[CH:11][CH:10]=2)[N:7]([CH3:8])[C:3]=1[CH2:2][N:26]1[CH2:27][CH2:28][N:23]([C:19]2[CH:18]=[C:17]([CH3:29])[CH:22]=[CH:21][CH:20]=2)[CH2:24][CH2:25]1. Given the reactants Br[CH2:2][C:3]1[N:7]([CH3:8])[N:6]([C:9]2[CH:14]=[CH:13][CH:12]=[CH:11][CH:10]=2)[C:5](=[O:15])[C:4]=1[Cl:16].[C:17]1([CH3:29])[CH:22]=[CH:21][CH:20]=[C:19]([N:23]2[CH2:28][CH2:27][NH:26][CH2:25][CH2:24]2)[CH:18]=1, predict the reaction product. (3) The product is: [C:9]1([C:15]#[C:16][C:5]2[CH:6]=[CH:7][C:2]([NH2:1])=[N:3][CH:4]=2)[CH:14]=[CH:13][CH:12]=[CH:11][CH:10]=1. Given the reactants [NH2:1][C:2]1[CH:7]=[CH:6][C:5](I)=[CH:4][N:3]=1.[C:9]1([C:15]#[CH:16])[CH:14]=[CH:13][CH:12]=[CH:11][CH:10]=1.CCN(CC)CC.C1(P(C2C=CC=CC=2)C2C=CC=CC=2)C=CC=CC=1, predict the reaction product. (4) Given the reactants [C:1]([O:5][C:6](=[O:49])[N:7]([CH2:25][CH:26]([C:28]1[CH:33]=[CH:32][C:31]([O:34][P:35]([O:42][C:43]([CH3:46])([CH3:45])[CH3:44])([O:37][C:38]([CH3:41])([CH3:40])[CH3:39])=[O:36])=[C:30]([CH2:47][OH:48])[CH:29]=1)[OH:27])[CH2:8][CH2:9][CH2:10][CH2:11][CH2:12][CH2:13][O:14][CH2:15][CH2:16][CH2:17][CH2:18][C:19]1[CH:24]=[CH:23][CH:22]=[CH:21][CH:20]=1)([CH3:4])([CH3:3])[CH3:2].CN1C(C)(C)CCCC1(C)C.[CH3:61][S:62](Cl)(=[O:64])=[O:63], predict the reaction product. The product is: [C:1]([O:5][C:6]([N:7]([CH2:8][CH2:9][CH2:10][CH2:11][CH2:12][CH2:13][O:14][CH2:15][CH2:16][CH2:17][CH2:18][C:19]1[CH:20]=[CH:21][CH:22]=[CH:23][CH:24]=1)[CH2:25][CH:26]([C:28]1[CH:33]=[CH:32][C:31]([O:34][P:35]([O:42][C:43]([CH3:46])([CH3:45])[CH3:44])([O:37][C:38]([CH3:39])([CH3:40])[CH3:41])=[O:36])=[C:30]([CH:29]=1)[CH2:47][O:48][S:62]([CH3:61])(=[O:64])=[O:63])[OH:27])=[O:49])([CH3:2])([CH3:3])[CH3:4].